This data is from Forward reaction prediction with 1.9M reactions from USPTO patents (1976-2016). The task is: Predict the product of the given reaction. (1) The product is: [F:10][C:11]1[CH:16]=[CH:15][C:14]([C:17]2[CH:18]=[C:19]([CH:20]([CH3:22])[CH3:21])[N:9]=[C:7]([OH:8])[N:6]=2)=[CH:13][CH:12]=1. Given the reactants Cl.C(O)(C)C.[NH2:6][C:7]([NH2:9])=[O:8].[F:10][C:11]1[CH:16]=[CH:15][C:14]([C:17](=O)[CH2:18][C:19](=O)[CH:20]([CH3:22])[CH3:21])=[CH:13][CH:12]=1.C(=O)(O)[O-].[Na+], predict the reaction product. (2) Given the reactants [CH3:1][O:2][C:3]([C@@H:5]([N:13]1[CH2:18][C:17]2[CH:19]=[CH:20][S:21][C:16]=2[CH2:15][CH2:14]1)[C:6]1[C:11]([Cl:12])=[CH:10][CH:9]=[CH:8][CH:7]=1)=[O:4].[OH:22][S:23]([OH:26])(=[O:25])=[O:24], predict the reaction product. The product is: [CH3:1][O:2][C:3]([C@@H:5]([N:13]1[CH2:18][C:17]2[CH:19]=[CH:20][S:21][C:16]=2[CH2:15][CH2:14]1)[C:6]1[CH:7]=[CH:8][CH:9]=[CH:10][C:11]=1[Cl:12])=[O:4].[S:23](=[O:24])(=[O:22])([OH:26])[OH:25]. (3) The product is: [C:30]([O:34][C:35]([N:37]1[CH2:42][C@@H:41]([CH3:43])[N:40]([C:44]2[CH:49]=[CH:48][C:47]([C:50](=[O:51])[NH:8][C:5]3[CH:6]=[CH:7][C:2]([Br:1])=[C:3]([O:9][C:10]([F:12])([F:11])[F:13])[CH:4]=3)=[CH:46][N:45]=2)[CH2:39][C@@H:38]1[CH3:53])=[O:36])([CH3:31])([CH3:32])[CH3:33]. Given the reactants [Br:1][C:2]1[CH:7]=[CH:6][C:5]([NH2:8])=[CH:4][C:3]=1[O:9][C:10]([F:13])([F:12])[F:11].C(N(CC)C(C)C)(C)C.OC(C(F)(F)F)=O.[C:30]([O:34][C:35]([N:37]1[CH2:42][C@@H:41]([CH3:43])[N:40]([C:44]2[CH:49]=[CH:48][C:47]([C:50](O)=[O:51])=[CH:46][N:45]=2)[CH2:39][C@@H:38]1[CH3:53])=[O:36])([CH3:33])([CH3:32])[CH3:31].CN(C(ON1N=NC2C=CC(=CC1=2)Cl)=[N+](C)C)C.F[P-](F)(F)(F)(F)F, predict the reaction product. (4) Given the reactants [CH:1]1[C:10]2[C:5](=[C:6]([CH2:11][C:12]([O:14]CC)=[O:13])[CH:7]=[CH:8][CH:9]=2)[CH:4]=[CH:3][N:2]=1.[OH-].[Na+].O, predict the reaction product. The product is: [CH:1]1[C:10]2[C:5](=[C:6]([CH2:11][C:12]([OH:14])=[O:13])[CH:7]=[CH:8][CH:9]=2)[CH:4]=[CH:3][N:2]=1. (5) Given the reactants [OH:1][C:2]1[CH:3]=[C:4]([C:9]2([C:12]([OH:14])=O)[CH2:11][CH2:10]2)[CH:5]=[CH:6][C:7]=1[OH:8].[C:15]([C:19]1[NH:20][C:21]2[C:26]([CH:27]=1)=[CH:25][C:24]([N+:28]([O-])=O)=[CH:23][CH:22]=2)([CH3:18])([CH3:17])[CH3:16], predict the reaction product. The product is: [C:15]([C:19]1[N:20]([CH2:3][C@@H:2]([OH:1])[CH2:7][OH:8])[C:21]2[C:26]([CH:27]=1)=[CH:25][C:24]([NH:28][C:12]([C:9]1([C:4]3[CH:5]=[CH:6][C:7]([OH:8])=[C:2]([OH:1])[CH:3]=3)[CH2:10][CH2:11]1)=[O:14])=[CH:23][CH:22]=2)([CH3:18])([CH3:17])[CH3:16].